This data is from Forward reaction prediction with 1.9M reactions from USPTO patents (1976-2016). The task is: Predict the product of the given reaction. (1) The product is: [F:1][C:2]1[CH:3]=[CH:4][C:5]([CH2:6][O:7][CH2:8][C:9]2[N:14]=[C:13]([NH2:15])[CH:12]=[CH:11][CH:10]=2)=[CH:22][CH:23]=1. Given the reactants [F:1][C:2]1[CH:23]=[CH:22][C:5]([CH2:6][O:7][CH2:8][C:9]2[N:14]=[C:13]([NH:15]C(=O)C(C)(C)C)[CH:12]=[CH:11][CH:10]=2)=[CH:4][CH:3]=1.[OH-].[Na+], predict the reaction product. (2) Given the reactants [CH2:1]([O:8][CH2:9][CH2:10][O:11][CH2:12][CH2:13][O:14][CH2:15][CH2:16][O:17][CH2:18][CH2:19][O:20][CH2:21][CH2:22][O:23][CH2:24][CH2:25][OH:26])[C:2]1[CH:7]=[CH:6][CH:5]=[CH:4][CH:3]=1.[H-].[Na+].S(O[CH2:40][CH2:41][O:42][CH2:43][CH2:44][O:45][CH2:46][CH2:47][O:48][CH3:49])(C1C=CC(C)=CC=1)(=O)=O, predict the reaction product. The product is: [CH3:49][O:48][CH2:47][CH2:46][O:45][CH2:44][CH2:43][O:42][CH2:41][CH2:40][O:26][CH2:25][CH2:24][O:23][CH2:22][CH2:21][O:20][CH2:19][CH2:18][O:17][CH2:16][CH2:15][O:14][CH2:13][CH2:12][O:11][CH2:10][CH2:9][O:8][CH2:1][C:2]1[CH:3]=[CH:4][CH:5]=[CH:6][CH:7]=1. (3) Given the reactants Cl[C:2]1[C:3]2[N:10]=[C:9]([CH:11]3[CH2:16][CH2:15][CH2:14][CH2:13][CH2:12]3)[S:8][C:4]=2[N:5]=[CH:6][N:7]=1.[NH2:17][C:18]1[C:27]([O:28][CH3:29])=[CH:26][C:21]2[NH:22][C:23](=[O:25])[S:24][C:20]=2[CH:19]=1, predict the reaction product. The product is: [CH:11]1([C:9]2[S:8][C:4]3[N:5]=[CH:6][N:7]=[C:2]([NH:17][C:18]4[C:27]([O:28][CH3:29])=[CH:26][C:21]5[NH:22][C:23](=[O:25])[S:24][C:20]=5[CH:19]=4)[C:3]=3[N:10]=2)[CH2:16][CH2:15][CH2:14][CH2:13][CH2:12]1. (4) Given the reactants Cl[C:2]1[C:3](=[O:15])[N:4](C2CCCCO2)[N:5]=[CH:6][C:7]=1Cl.[OH:16][C:17]1[CH:18]=[CH:19][CH:20]=[C:21]2[C:26]=1[N:25]=[CH:24][CH:23]=[CH:22]2.C[O:28][C:29](=[O:38])[CH:30](Br)[CH2:31][CH:32]1[CH2:36][CH2:35][CH2:34][CH2:33]1, predict the reaction product. The product is: [CH:32]1([CH2:31][CH:30]([N:4]2[C:3](=[O:15])[CH:2]=[C:7]([O:16][C:17]3[CH:18]=[CH:19][CH:20]=[C:21]4[C:26]=3[N:25]=[CH:24][CH:23]=[CH:22]4)[CH:6]=[N:5]2)[C:29]([OH:28])=[O:38])[CH2:36][CH2:35][CH2:34][CH2:33]1.